Task: Predict the product of the given reaction.. Dataset: Forward reaction prediction with 1.9M reactions from USPTO patents (1976-2016) (1) Given the reactants Br[C:2]1(Br)[CH:12]2[CH:3]1[CH2:4][O:5][C:6]1[C:11]2=[CH:10][CH:9]=[C:8]([NH:13][C:14](=[O:19])[C:15]([CH3:18])([CH3:17])[CH3:16])[C:7]=1[C:20]([O:22][CH3:23])=[O:21].[Cl-].[NH4+], predict the reaction product. The product is: [CH3:16][C:15]([CH3:18])([CH3:17])[C:14]([NH:13][C:8]1[C:7]([C:20]([O:22][CH3:23])=[O:21])=[C:6]2[C:11]([CH:12]3[CH2:2][CH:3]3[CH2:4][O:5]2)=[CH:10][CH:9]=1)=[O:19]. (2) Given the reactants [CH2:1]([CH:4]1[CH2:9][CH2:8][CH:7]([CH:10]2[CH2:15][CH2:14][CH:13]([C:16]3[CH:21]=[CH:20][C:19](/[CH:22]=[CH:23]/[C:24]([OH:26])=[O:25])=[CH:18][CH:17]=3)[CH2:12][CH2:11]2)[CH2:6][CH2:5]1)[CH2:2][CH3:3].Cl.CN(C)CCCN=C=NCC.C(Cl)Cl.[CH:42]12[CH2:48][CH:45]([CH:46]=[CH:47]1)[CH2:44][CH:43]2[CH2:49]O, predict the reaction product. The product is: [CH2:1]([CH:4]1[CH2:5][CH2:6][CH:7]([CH:10]2[CH2:15][CH2:14][CH:13]([C:16]3[CH:17]=[CH:18][C:19](/[CH:22]=[CH:23]/[C:24]([O:26][CH2:49][CH:43]4[CH2:44][CH:45]5[CH2:48][CH:42]4[CH:47]=[CH:46]5)=[O:25])=[CH:20][CH:21]=3)[CH2:12][CH2:11]2)[CH2:8][CH2:9]1)[CH2:2][CH3:3]. (3) Given the reactants [Cl:1][C:2]1[CH:3]=[N:4][C:5]2[C:10]([N:11]=1)=[CH:9][C:8]([CH:12]([OH:26])[C:13]1[CH:14]=[C:15]([NH:19][C:20](=[O:25])[C:21]([CH3:24])([CH3:23])[CH3:22])[CH:16]=[CH:17][CH:18]=1)=[CH:7][CH:6]=2, predict the reaction product. The product is: [Cl:1][C:2]1[CH:3]=[N:4][C:5]2[C:10]([N:11]=1)=[CH:9][C:8]([C:12]([C:13]1[CH:14]=[C:15]([NH:19][C:20](=[O:25])[C:21]([CH3:23])([CH3:22])[CH3:24])[CH:16]=[CH:17][CH:18]=1)=[O:26])=[CH:7][CH:6]=2. (4) Given the reactants [F:1][C:2]1[CH:21]=[CH:20][C:5]([CH2:6][NH:7][C:8]([C:10]2[CH:15]=[C:14]([CH:16]=[N:17][OH:18])[N:13]=[C:12]([CH3:19])[N:11]=2)=[O:9])=[CH:4][C:3]=1[O:22][CH3:23].[CH3:24][C:25]1[CH:30]=[CH:29][C:28]([S:31]([O:34][CH2:35][C@@H:36]2[CH2:41][O:40][C@@H:39]([CH:42]=[CH2:43])[CH2:38][O:37]2)(=[O:33])=[O:32])=[CH:27][CH:26]=1.C(O)(=O)C.C(O)(=O)C.IC1C=CC=CC=1, predict the reaction product. The product is: [CH3:24][C:25]1[CH:30]=[CH:29][C:28]([S:31]([O:34][CH2:35][C@@H:36]2[CH2:41][O:40][C@@H:39]([C@H:42]3[O:18][N:17]=[C:16]([C:14]4[CH:15]=[C:10]([C:8](=[O:9])[NH:7][CH2:6][C:5]5[CH:20]=[CH:21][C:2]([F:1])=[C:3]([O:22][CH3:23])[CH:4]=5)[N:11]=[C:12]([CH3:19])[N:13]=4)[CH2:43]3)[CH2:38][O:37]2)(=[O:32])=[O:33])=[CH:27][CH:26]=1. (5) Given the reactants [C:1]([N:4]1[C:13]2[C:8](=[CH:9][C:10](Br)=[CH:11][CH:12]=2)[C@H:7]([NH:15][C:16](=[O:22])[O:17][C:18]([CH3:21])([CH3:20])[CH3:19])[CH2:6][C@@H:5]1[CH3:23])(=[O:3])[CH3:2].[CH3:24][O:25][C:26]([C:28]1[CH:33]=[CH:32][C:31](B(O)O)=[CH:30][CH:29]=1)=[O:27].C(=O)([O-])[O-].[K+].[K+], predict the reaction product. The product is: [C:1]([N:4]1[C:13]2[C:8](=[CH:9][C:10]([C:31]3[CH:32]=[CH:33][C:28]([C:26]([O:25][CH3:24])=[O:27])=[CH:29][CH:30]=3)=[CH:11][CH:12]=2)[C@H:7]([NH:15][C:16]([O:17][C:18]([CH3:21])([CH3:20])[CH3:19])=[O:22])[CH2:6][C@@H:5]1[CH3:23])(=[O:3])[CH3:2]. (6) Given the reactants [C:1]([OH:13])(=O)[CH2:2][C:3]([CH2:8][C:9]([OH:11])=O)([C:5](O)=O)O.[OH2:14], predict the reaction product. The product is: [CH3:5][C:3]1[C:2]2[CH:1]=[CH:2][C:3]([OH:14])=[CH:5][C:1]=2[O:13][C:9](=[O:11])[CH:8]=1. (7) Given the reactants [CH2:1]([O:4][C:5]1[C:17]([C:18]([F:21])([F:20])[F:19])=[CH:16][CH:15]=[C:14]([CH2:22][O:23][C:24]2[CH:29]=[CH:28][C:27]([C:30]3[CH:35]=[CH:34][C:33]([CH2:36][C:37]([O:39][CH2:40][CH:41]=[CH2:42])=[O:38])=[C:32]([F:43])[CH:31]=3)=[CH:26][CH:25]=2)[C:6]=1[C:7]([O:9][C:10]([CH3:13])([CH3:12])[CH3:11])=[O:8])[CH:2]=[CH2:3].C(O[CH:49](OC(C)(C)C)[N:50]([CH3:52])[CH3:51])(C)(C)C.O, predict the reaction product. The product is: [CH2:1]([O:4][C:5]1[C:17]([C:18]([F:20])([F:21])[F:19])=[CH:16][CH:15]=[C:14]([CH2:22][O:23][C:24]2[CH:29]=[CH:28][C:27]([C:30]3[CH:35]=[CH:34][C:33]([C:36]([C:37]([O:39][CH2:40][CH:41]=[CH2:42])=[O:38])=[CH:49][N:50]([CH3:52])[CH3:51])=[C:32]([F:43])[CH:31]=3)=[CH:26][CH:25]=2)[C:6]=1[C:7]([O:9][C:10]([CH3:13])([CH3:12])[CH3:11])=[O:8])[CH:2]=[CH2:3]. (8) Given the reactants [Br:1][C:2]1[CH:3]=[C:4]2[C:9](Cl)=[C:8]([C:11]([NH2:13])=[O:12])[CH:7]=[N:6][N:5]2[CH:14]=1.Cl.[NH2:16][C@H:17]([CH3:24])[C:18]([CH3:23])([CH3:22])[C:19]([NH2:21])=[O:20].CCN(C(C)C)C(C)C, predict the reaction product. The product is: [NH2:21][C:19](=[O:20])[C:18]([CH3:23])([CH3:22])[C@H:17]([NH:16][C:9]1[C:4]2[N:5]([CH:14]=[C:2]([Br:1])[CH:3]=2)[N:6]=[CH:7][C:8]=1[C:11]([NH2:13])=[O:12])[CH3:24]. (9) Given the reactants [CH3:1][N+:2]1([CH3:26])[C@@H:7]2[C@@H:8]3[O:10][C@@H:9]3[C@H:3]1[CH2:4][C@@H:5]([O:11][C:12]([C:14]([OH:25])([C:20]1[S:24][CH:23]=[CH:22][CH:21]=1)[C:15]1[S:19][CH:18]=[CH:17][CH:16]=1)=[O:13])[CH2:6]2.O.[Br-].C(=O)(O)[O-].[C:33]1([CH3:43])[CH:38]=[CH:37][C:36]([S:39]([OH:42])(=[O:41])=[O:40])=[CH:35][CH:34]=1, predict the reaction product. The product is: [CH3:1][N+:2]1([CH3:26])[C@@H:3]2[C@@H:9]3[O:10][C@@H:8]3[C@H:7]1[CH2:6][C@@H:5]([O:11][C:12]([C:14]([OH:25])([C:15]1[S:19][CH:18]=[CH:17][CH:16]=1)[C:20]1[S:24][CH:23]=[CH:22][CH:21]=1)=[O:13])[CH2:4]2.[C:33]1([CH3:43])[CH:34]=[CH:35][C:36]([S:39]([O-:42])(=[O:40])=[O:41])=[CH:37][CH:38]=1.[CH3:1][N+:2]1([CH3:26])[C@@H:3]2[C@@H:9]3[O:10][C@@H:8]3[C@H:7]1[CH2:6][C@@H:5]([O:11][C:12]([C:14]([OH:25])([C:15]1[S:19][CH:18]=[CH:17][CH:16]=1)[C:20]1[S:24][CH:23]=[CH:22][CH:21]=1)=[O:13])[CH2:4]2.